This data is from Peptide-MHC class II binding affinity with 134,281 pairs from IEDB. The task is: Regression. Given a peptide amino acid sequence and an MHC pseudo amino acid sequence, predict their binding affinity value. This is MHC class II binding data. (1) The peptide sequence is SQDLELSWNDNGLQAY. The MHC is DRB1_1302 with pseudo-sequence DRB1_1302. The binding affinity (normalized) is 0.642. (2) The peptide sequence is GWLQIVDKIDAAFKI. The MHC is DRB4_0101 with pseudo-sequence DRB4_0103. The binding affinity (normalized) is 0.619. (3) The peptide sequence is YEVRAELPGVDPDKD. The MHC is DRB1_0404 with pseudo-sequence DRB1_0404. The binding affinity (normalized) is 0.131. (4) The peptide sequence is AFALVLLFCALASSC. The MHC is HLA-DQA10102-DQB10602 with pseudo-sequence HLA-DQA10102-DQB10602. The binding affinity (normalized) is 0.508. (5) The peptide sequence is CDKFLANVSTVLTGK. The MHC is DRB1_0405 with pseudo-sequence DRB1_0405. The binding affinity (normalized) is 0.136. (6) The peptide sequence is KPGIFKTNTGTIGAV. The MHC is DRB1_1302 with pseudo-sequence DRB1_1302. The binding affinity (normalized) is 0.984. (7) The peptide sequence is GGVWTFDSEEPLQGP. The MHC is DRB1_0301 with pseudo-sequence DRB1_0301. The binding affinity (normalized) is 0.489.